Dataset: Catalyst prediction with 721,799 reactions and 888 catalyst types from USPTO. Task: Predict which catalyst facilitates the given reaction. (1) Reactant: C([N:8]1[CH:12]=[CH:11][N:10]=[C:9]1[C:13]([O:15][CH2:16][CH3:17])=[O:14])C1C=CC=CC=1.C([O-])=O.[NH4+]. Product: [NH:8]1[CH:12]=[CH:11][N:10]=[C:9]1[C:13]([O:15][CH2:16][CH3:17])=[O:14]. The catalyst class is: 29. (2) Product: [S:16]([N:26]1[C:30]2=[N:31][CH:32]=[C:33]([CH2:35][NH:36][C:9](=[O:10])[O:11][C:12]([CH3:13])([CH3:14])[CH3:15])[N:34]=[C:29]2[CH:28]=[CH:27]1)([C:19]1[CH:20]=[CH:21][C:22]([CH3:23])=[CH:24][CH:25]=1)(=[O:17])=[O:18]. The catalyst class is: 3. Reactant: [CH3:13][C:12]([O:11][C:9](O[C:9]([O:11][C:12]([CH3:15])([CH3:14])[CH3:13])=[O:10])=[O:10])([CH3:15])[CH3:14].[S:16]([N:26]1[C:30]2=[N:31][CH:32]=[C:33]([CH2:35][NH2:36])[N:34]=[C:29]2[CH:28]=[CH:27]1)([C:19]1[CH:25]=[CH:24][C:22]([CH3:23])=[CH:21][CH:20]=1)(=[O:18])=[O:17].Cl. (3) Reactant: [CH:1]1([CH2:4][O:5][C:6]2[CH:14]=[CH:13][C:9]([C:10]([OH:12])=[O:11])=[CH:8][C:7]=2[O:15][S:16]([CH3:19])(=[O:18])=[O:17])[CH2:3][CH2:2]1.O[CH2:21][C:22]([O:24][CH2:25][C:26]1[CH:31]=[CH:30][CH:29]=[CH:28][CH:27]=1)=[O:23].C(Cl)CCl. Product: [CH:1]1([CH2:4][O:5][C:6]2[CH:14]=[CH:13][C:9]([C:10]([O:12][CH2:21][C:22]([O:24][CH2:25][C:26]3[CH:31]=[CH:30][CH:29]=[CH:28][CH:27]=3)=[O:23])=[O:11])=[CH:8][C:7]=2[O:15][S:16]([CH3:19])(=[O:18])=[O:17])[CH2:3][CH2:2]1. The catalyst class is: 79. (4) Reactant: [Br:1][C:2]1[N:3]=[C:4]([C:9]#[C:10][C:11]2[C:19]3[C:14](=[CH:15][CH:16]=[C:17]([O:20][CH3:21])[CH:18]=3)[N:13]([CH3:22])[CH:12]=2)[C:5]([NH2:8])=[N:6][CH:7]=1.[H-].[Na+]. Product: [Br:1][C:2]1[N:3]=[C:4]2[CH:9]=[C:10]([C:11]3[C:19]4[C:14](=[CH:15][CH:16]=[C:17]([O:20][CH3:21])[CH:18]=4)[N:13]([CH3:22])[CH:12]=3)[NH:8][C:5]2=[N:6][CH:7]=1. The catalyst class is: 3. (5) Reactant: [N:1]1([C:7]2[N:8]=[C:9]([CH2:14][C:15]([O-:17])=O)[NH:10][C:11](=[O:13])[CH:12]=2)[CH2:6][CH2:5][O:4][CH2:3][CH2:2]1.[Na+].[NH2:19][C:20]1[C:25]([OH:26])=[C:24]([CH3:27])[CH:23]=[CH:22][CH:21]=1.Cl.CN(C)CCCN=C=NCC. Product: [OH:26][C:25]1[C:24]([CH3:27])=[CH:23][CH:22]=[CH:21][C:20]=1[NH:19][C:15](=[O:17])[CH2:14][C:9]1[NH:10][C:11](=[O:13])[CH:12]=[C:7]([N:1]2[CH2:2][CH2:3][O:4][CH2:5][CH2:6]2)[N:8]=1. The catalyst class is: 672. (6) Reactant: [NH2:1][C@H:2]([C:4]1[N:5]([C:16]2[CH:21]=[CH:20][CH:19]=[CH:18][CH:17]=2)[C:6](=[O:15])[C:7]2[C:12]([CH:13]=1)=[CH:11][CH:10]=[CH:9][C:8]=2[CH3:14])[CH3:3].[Cl:22][C:23]1[N:28]=[C:27](Cl)[C:26]([Cl:30])=[CH:25][N:24]=1.C([N:33](CC)CC)C. Product: [NH2:33][C:23]1[N:28]=[C:27]([NH:1][C@H:2]([C:4]2[N:5]([C:16]3[CH:21]=[CH:20][CH:19]=[CH:18][CH:17]=3)[C:6](=[O:15])[C:7]3[C:12]([CH:13]=2)=[CH:11][CH:10]=[CH:9][C:8]=3[CH3:14])[CH3:3])[C:26]([Cl:30])=[CH:25][N:24]=1.[Cl:22][C:23]1[N:28]=[C:27]([NH:1][C@H:2]([C:4]2[N:5]([C:16]3[CH:21]=[CH:20][CH:19]=[CH:18][CH:17]=3)[C:6](=[O:15])[C:7]3[C:12]([CH:13]=2)=[CH:11][CH:10]=[CH:9][C:8]=3[CH3:14])[CH3:3])[C:26]([Cl:30])=[CH:25][N:24]=1. The catalyst class is: 114. (7) Reactant: B(Br)(Br)Br.C[O:6][C:7]1[C:12]([C:13]2[CH:28]=[CH:27][C:16]([O:17][C:18]3[C:23]4[CH:24]=[CH:25][O:26][C:22]=4[CH:21]=[CH:20][N:19]=3)=[CH:15][C:14]=2[CH3:29])=[C:11]([CH3:30])[N:10]=[CH:9][N:8]=1.CO.C(=O)(O)[O-].[Na+]. Product: [O:26]1[C:22]2[CH:21]=[CH:20][N:19]=[C:18]([O:17][C:16]3[CH:27]=[CH:28][C:13]([C:12]4[C:7]([OH:6])=[N:8][CH:9]=[N:10][C:11]=4[CH3:30])=[C:14]([CH3:29])[CH:15]=3)[C:23]=2[CH:24]=[CH:25]1. The catalyst class is: 4. (8) Reactant: B.O1CCCC1.[Cl:7][C:8]1[C:9]([CH3:28])=[C:10]([S:14]([NH:17][C:18]2[N:23]=[C:22]([CH2:24][C:25](O)=[O:26])[CH:21]=[CH:20][CH:19]=2)(=[O:16])=[O:15])[CH:11]=[CH:12][CH:13]=1.Cl.C(=O)(O)[O-].[Na+]. Product: [Cl:7][C:8]1[C:9]([CH3:28])=[C:10]([S:14]([NH:17][C:18]2[CH:19]=[CH:20][CH:21]=[C:22]([CH2:24][CH2:25][OH:26])[N:23]=2)(=[O:16])=[O:15])[CH:11]=[CH:12][CH:13]=1. The catalyst class is: 7.